Dataset: Full USPTO retrosynthesis dataset with 1.9M reactions from patents (1976-2016). Task: Predict the reactants needed to synthesize the given product. (1) Given the product [ClH:41].[C:8]([N:12]1[CH2:13][C@@H:29]([C:23]2[CH:24]=[CH:25][C:26]([F:28])=[CH:27][C:22]=2[F:21])[C@H:30]([C:31]([OH:33])=[O:32])[CH2:18]1)([CH3:9])([CH3:10])[CH3:11], predict the reactants needed to synthesize it. The reactants are: FC(F)(F)C(O)=O.[C:8]([N:12]([CH2:18]OC)[CH2:13][Si](C)(C)C)([CH3:11])([CH3:10])[CH3:9].[F:21][C:22]1[CH:27]=[C:26]([F:28])[CH:25]=[CH:24][C:23]=1/[CH:29]=[CH:30]/[C:31]([O:33]C)=[O:32].C(=O)(O)[O-].[Na+].C(Cl)[Cl:41]. (2) Given the product [OH:12][C:13]1[CH:18]=[CH:17][C:16]([C:2]2[C:6]([CH3:7])=[C:5]([C:16]3[CH:17]=[CH:18][C:13]([OH:12])=[CH:14][CH:15]=3)[S:4][C:3]=2[CH:9]=[O:10])=[CH:15][CH:14]=1, predict the reactants needed to synthesize it. The reactants are: Br[C:2]1[C:6]([CH3:7])=[C:5](I)[S:4][C:3]=1[CH:9]=[O:10].C[O:12][C:13]1[CH:18]=[CH:17][C:16](B(O)O)=[CH:15][CH:14]=1.